From a dataset of Full USPTO retrosynthesis dataset with 1.9M reactions from patents (1976-2016). Predict the reactants needed to synthesize the given product. (1) Given the product [CH3:29][C:30]([CH3:35])([CH3:34])[CH2:31][CH2:32][NH:33][CH:1]([C:4]1[CH:5]=[CH:6][C:7]([NH:10][C:11](=[O:28])[CH:12]([NH:16][C:17](=[O:27])[CH2:18][C:19]2[CH:24]=[C:23]([F:25])[CH:22]=[C:21]([F:26])[CH:20]=2)[CH2:13][CH2:14][CH3:15])=[N:8][CH:9]=1)[CH3:2], predict the reactants needed to synthesize it. The reactants are: [C:1]([C:4]1[CH:5]=[CH:6][C:7]([NH:10][C:11](=[O:28])[CH:12]([NH:16][C:17](=[O:27])[CH2:18][C:19]2[CH:24]=[C:23]([F:25])[CH:22]=[C:21]([F:26])[CH:20]=2)[CH2:13][CH2:14][CH3:15])=[N:8][CH:9]=1)(=O)[CH3:2].[CH3:29][C:30]([CH3:35])([CH3:34])[CH2:31][CH2:32][NH2:33].C(O[BH-](OC(=O)C)OC(=O)C)(=O)C.[Na+].C(O)(=O)C. (2) Given the product [CH2:7]([N:14]1[CH2:19][CH2:18][O:17][CH:16]([CH:20]([CH:22]2[CH2:24][CH2:23]2)[OH:21])[CH2:15]1)[C:8]1[CH:9]=[CH:10][CH:11]=[CH:12][CH:13]=1, predict the reactants needed to synthesize it. The reactants are: B.C1COCC1.[CH2:7]([N:14]1[CH2:19][CH2:18][O:17][CH:16]([CH:20]([CH:22]2[CH2:24][CH2:23]2)[OH:21])[C:15]1=O)[C:8]1[CH:13]=[CH:12][CH:11]=[CH:10][CH:9]=1.Cl.C([O-])(O)=O.[Na+]. (3) Given the product [OH:19][CH:18]([C:15]1[N:16]=[CH:17][C:12]([B:7]([OH:6])[OH:8])=[CH:13][CH:14]=1)[CH3:1], predict the reactants needed to synthesize it. The reactants are: [CH3:1][Mg]Cl.CC1(C)C(C)(C)[O:8][B:7]([C:12]2[CH:13]=[CH:14][C:15]([CH:18]=[O:19])=[N:16][CH:17]=2)[O:6]1. (4) Given the product [O:15]1[C@@H:2]2[CH2:7][CH2:6][CH2:5][CH2:4][C@@H:3]2[NH:8][C:9]1=[O:10], predict the reactants needed to synthesize it. The reactants are: O[C@@H:2]1[CH2:7][CH2:6][CH2:5][CH2:4][C@@H:3]1[NH:8][C:9](=[O:15])[O:10]C(C)(C)C.[H-].[Na+].[NH4+].[Cl-]. (5) Given the product [CH2:3]([OH:15])[CH2:4][CH2:5][CH2:6][CH2:7][CH2:8][CH2:9][CH2:10][CH2:11][C:12]#[C:13][CH3:14], predict the reactants needed to synthesize it. The reactants are: [H-].[Na+].[CH2:3]([OH:15])[CH2:4][C:5]#[C:6][CH2:7][CH2:8][CH2:9][CH2:10][CH2:11][CH2:12][CH2:13][CH3:14].